From a dataset of Full USPTO retrosynthesis dataset with 1.9M reactions from patents (1976-2016). Predict the reactants needed to synthesize the given product. The reactants are: Cl[CH2:2][CH2:3][CH2:4][CH2:5][CH2:6][CH2:7][O:8][C:9]1[C:10]([O:29][CH3:30])=[CH:11][CH:12]=[C:13]2[C:18]=1[NH:17][C:16](=[O:19])[CH:15]=[C:14]2[NH:20][C:21]1[C:26]([Cl:27])=[CH:25][N:24]=[CH:23][C:22]=1[Cl:28].[NH:31]([CH2:35][CH2:36][OH:37])[CH2:32][CH2:33][OH:34]. Given the product [OH:34][CH2:33][CH2:32][N:31]([CH2:35][CH2:36][OH:37])[CH2:2][CH2:3][CH2:4][CH2:5][CH2:6][CH2:7][O:8][C:9]1[C:10]([O:29][CH3:30])=[CH:11][CH:12]=[C:13]2[C:18]=1[NH:17][C:16](=[O:19])[CH:15]=[C:14]2[NH:20][C:21]1[C:26]([Cl:27])=[CH:25][N:24]=[CH:23][C:22]=1[Cl:28], predict the reactants needed to synthesize it.